This data is from Full USPTO retrosynthesis dataset with 1.9M reactions from patents (1976-2016). The task is: Predict the reactants needed to synthesize the given product. (1) Given the product [CH2:18]([NH:22][C:2]1[N:10]=[C:9]2[C:5]([N:6]=[CH:7][N:8]2[CH:11]2[CH2:16][CH2:15][CH2:14][CH2:13][O:12]2)=[C:4]([NH2:17])[N:3]=1)[CH2:19][CH2:20][CH3:21], predict the reactants needed to synthesize it. The reactants are: Cl[C:2]1[N:10]=[C:9]2[C:5]([N:6]=[CH:7][N:8]2[CH:11]2[CH2:16][CH2:15][CH2:14][CH2:13][O:12]2)=[C:4]([NH2:17])[N:3]=1.[CH2:18]([NH2:22])[CH2:19][CH2:20][CH3:21]. (2) Given the product [C:9]1(=[CH:8][CH2:7][CH2:6][CH2:5][CH2:4][CH2:3][OH:2])[CH2:13][CH2:12][CH2:11][CH2:10]1, predict the reactants needed to synthesize it. The reactants are: C[O:2][C:3](=O)[CH2:4][CH2:5][CH2:6][CH2:7][CH:8]=[C:9]1[CH2:13][CH2:12][CH2:11][CH2:10]1.CC(C[AlH]CC(C)C)C. (3) Given the product [O:1]=[C:2]1[CH:6]([C:7]([NH2:29])=[O:8])[CH2:5][CH2:4][N:3]1[C:10]1[CH:15]=[CH:14][C:13]([O:16][CH2:17][C:18]2[CH:23]=[CH:22][C:21]([C:24]([F:27])([F:26])[F:25])=[CH:20][CH:19]=2)=[CH:12][CH:11]=1, predict the reactants needed to synthesize it. The reactants are: [O:1]=[C:2]1[CH:6]([C:7](O)=[O:8])[CH2:5][CH2:4][N:3]1[C:10]1[CH:15]=[CH:14][C:13]([O:16][CH2:17][C:18]2[CH:23]=[CH:22][C:21]([C:24]([F:27])([F:26])[F:25])=[CH:20][CH:19]=2)=[CH:12][CH:11]=1.O[N:29]1C2C=CC=CC=2N=N1.Cl.CN(C)CCCN=C=NCC.N. (4) Given the product [CH3:11][C:8]1[C:4]2[N:5]=[CH:6][N:7]=[CH:2][C:3]=2[S:10][CH:9]=1, predict the reactants needed to synthesize it. The reactants are: Cl[C:2]1[C:3]2[S:10][CH:9]=[C:8]([CH3:11])[C:4]=2[N:5]=[CH:6][N:7]=1.C([O-])(=O)C.[Na+]. (5) Given the product [F:8][C:5]1[N:6]=[CH:7][C:2]([C:60]#[N:61])=[CH:3][C:4]=1[C:9]1[C:18]2[CH2:17][CH2:16][CH2:15][CH2:14][C:13]=2[N:12]=[C:11]([O:19][CH2:20][C:21]2[CH:26]=[CH:25][CH:24]=[CH:23][N:22]=2)[CH:10]=1, predict the reactants needed to synthesize it. The reactants are: Cl[C:2]1[CH:3]=[C:4]([C:9]2[C:18]3[CH2:17][CH2:16][CH2:15][CH2:14][C:13]=3[N:12]=[C:11]([O:19][CH2:20][C:21]3[CH:26]=[CH:25][CH:24]=[CH:23][N:22]=3)[CH:10]=2)[C:5]([F:8])=[N:6][CH:7]=1.C(Cl)(Cl)Cl.COC1C=CC=C(OC)C=1C1C=CC=CC=1P(C1CCCCC1)C1CCCCC1.[CH3:60][N:61](C=O)C. (6) Given the product [Cl:12][C:5]1[CH:4]=[CH:3][C:2]([NH:1][C:24](=[O:25])[C:23]2[CH:27]=[C:28]([C:30]([F:31])([F:32])[F:33])[CH:29]=[C:21]([F:20])[CH:22]=2)=[CH:11][C:6]=1[C:7]([O:9][CH3:10])=[O:8], predict the reactants needed to synthesize it. The reactants are: [NH2:1][C:2]1[CH:3]=[CH:4][C:5]([Cl:12])=[C:6]([CH:11]=1)[C:7]([O:9][CH3:10])=[O:8].C(N(CC)CC)C.[F:20][C:21]1[CH:22]=[C:23]([CH:27]=[C:28]([C:30]([F:33])([F:32])[F:31])[CH:29]=1)[C:24](Cl)=[O:25]. (7) Given the product [Cl:23][C:24]1[CH:29]=[C:28]([Cl:30])[N:27]=[C:26]([NH:31][C:32](=[O:49])[C:33]([CH3:48])([N:35]2[C:40](=[S:10])[N:39]([C:42]3[CH:47]=[CH:46][CH:45]=[CH:44][CH:43]=3)[CH2:38][O:37][CH2:36]2)[CH3:34])[CH:25]=1, predict the reactants needed to synthesize it. The reactants are: COC1C=CC(P2(=S)SP(=S)(C3C=CC(OC)=CC=3)[S:10]2)=CC=1.[Cl:23][C:24]1[CH:29]=[C:28]([Cl:30])[N:27]=[C:26]([NH:31][C:32](=[O:49])[C:33]([CH3:48])([N:35]2[C:40](=O)[N:39]([C:42]3[CH:47]=[CH:46][CH:45]=[CH:44][CH:43]=3)[CH2:38][O:37][CH2:36]2)[CH3:34])[CH:25]=1.